From a dataset of Experimentally validated miRNA-target interactions with 360,000+ pairs, plus equal number of negative samples. Binary Classification. Given a miRNA mature sequence and a target amino acid sequence, predict their likelihood of interaction. (1) The miRNA is hsa-miR-6859-5p with sequence GAGAGGAACAUGGGCUCAGGACA. The protein sequence of the target gene is MAVFPWHSRNRNYKAEFASCRLEAVPLEFGDYHPLKPITVTESKTKKVNRKGSTSSTSSSSSSSVVDPLSSVLDGTDPLSMFAATADPAALAAAMDSSRRKRDRDDNSVVGSDFEPWTNKRGEILARYTTTEKLSINLFMGSEKGKAGTATLAMSEKVRTRLEELDDFEEGSQKELLNLTQQDYVNRIEELNQSLKDAWASDQKVKALKIVIQCSKLLSDTSVIQFYPSKFVLITDILDTFGKLVYERIFSMCVDSRSVLPDHFSPENANDTAKETCLNWFFKIASIRELIPRFYVEASI.... Result: 0 (no interaction). (2) The miRNA is mmu-miR-466f-3p with sequence CAUACACACACACAUACACAC. The protein sequence of the target gene is MSLPPEKASELKQLIHQQLSKMDVHGRIREILAETIREELAPDQQHLSTEDLIKALRRRGIIDDVMKELNFVTDSVDQELPSSPKQTVGFDKQSTLKKTNVDPTRRYLYLQVLGGKAFLEHLQEPEPLPGQICSTFTLCLHYRNQRFRSKPVPCACEPDFHDGFLLEVHRESLGDGTRMADSTTMLSISDPIHMVLIKTDIFGETTLVASYFLEWRSVLGSENGVTNLTVELMGVGTESKVSVGILNIKLEMYPPLSQTLSQEVVNTQLALERQKTAEKERLFLVYAKQWWREYLQIRPS.... Result: 1 (interaction). (3) The miRNA is hsa-miR-125a-3p with sequence ACAGGUGAGGUUCUUGGGAGCC. The protein sequence of the target gene is MEDPNPEENMKQQDSPKERSPQSPGGNICHLGAPKCTRCLITFADSKFQERHMKREHPADFVAQKLQGVLFICFTCARSFPSSKALITHQRSHGPAAKPTLPVATTTAQPTFPCPDCGKTFGQAVSLRRHRQMHEVRAPPGTFACTECGQDFAQEAGLHQHYIRHARGEL. Result: 1 (interaction). (4) The miRNA is hsa-miR-4484 with sequence AAAAGGCGGGAGAAGCCCCA. The protein sequence of the target gene is MEVNPPKQEHLLALKVMRLTKPTLFTNIPVTCEEKDLPGDLFNQLMKDDPSTVNGAEILMLGEMLTLPQNFGNIFLGETFSSYISVHNDSNQVVKDILVKADLQTSSQRLNLSASNAAVAELKPDCCIDDVIHHEVKEIGTHILVCAVSYTTQGGEKMYFRKFFKFQVLKPLDVKTKFYNAESDLSSVTDEVFLEAQIQNITTSPMFMEKVSLEPSIMYNVTELNSVTQAGECISTFGSRGYLQPMDTRQYLYCLKPKKEFAEKAGIIKGVTVIGKLDIVWKTNLGERGRLQTSQLQRMA.... Result: 0 (no interaction). (5) The miRNA is hsa-miR-6888-5p with sequence AAGGAGAUGCUCAGGCAGAU. The protein sequence of the target gene is MALCEAAGCGSALLWPRLLLFGDSITQFSFQQGGWGASLADRLVRKCDVLNRGFSGYNTRWAKIILPRLIRKGNSLDIPVAVTIFFGANDSALKDENPKQHIPLEEYAANLKSMVQYLKSVDIPENRVILITPTPLCETAWEEQCIIQGCKLNRLNSVVGEYANACLQVAQDCGTDVLDLWTLMQDSQDFSSYLSDGLHLSPKGNEFLFSHLWPLIEKKVSSLPLLLPYWRDVAEAKPELSLLGDGDH. Result: 1 (interaction). (6) The miRNA is cel-miR-270 with sequence GGCAUGAUGUAGCAGUGGAG. The protein sequence of the target gene is MDGAVMEGPLFLQSQRFGTKRWRKTWAVLYPASPHGVARLEFFDHKGSSSRGGRGGSRRLDCKMIRLAECVSVVPVTVESPPEPGAVAFRLDTAQRSHLLAADAVSSTAWVQTLCRTAFPKGGWALAQTENQPKFSALEMLENSLYSPTWEGSQFWVTSQKTEASERCGLQGSYILRVEAEKLTLLTLGAQSQILEPLLFWPYTLLRRYGRDKVMFSFEAGRRCPSGPGTFTFQTSQGNDIFQAVEAAIQQQKAQGKVGQAQDILRTDSHDGETEGKTVPPPVPQDPLGSPPALYAEPLD.... Result: 0 (no interaction). (7) The miRNA is hsa-miR-10b-5p with sequence UACCCUGUAGAACCGAAUUUGUG. The protein sequence of the target gene is MSNMEKHLFNLKFAAKELSRSAKKCDKEEKAEKAKIKKAIQKGNMEVARIHAENAIRQKNQAVNFLRMSARVDAVAARVQTAVTMGKVTKSMAGVVKSMDATLKTMNLEKISALMDKFEHQFETLDVQTQQMEDTMSSTTTLTTPQNQVDMLLQEMADEAGLDLNMELPQGQTGSVGTSVASAEQDELSQRLARLRDQV. Result: 1 (interaction). (8) The miRNA is mmu-miR-466b-3p with sequence AUACAUACACGCACACAUAAGA. The protein sequence of the target gene is MITSAAGIISLLDEDEPQLKEFALHKLNAVVNDFWAEISESVDKIEVLYEDEGFRSRQFAALVASKVFYHLGAFEESLNYALGAGDLFNVNDNSEYVETIIAKCIDHYTKQCVENADLPEGEKKPIDQRLEGIVNKMFQRCLDDHKYKQAIGIALETRRLDVFEKTILESNDVPGMLAYSLKLCMSLMQNKQFRNKVLRVLVKIYMNLEKPDFINVCQCLIFLDDPQAVSDILEKLVKEDNLLMAYQICFDLYESASQQFLSSVIQNLRTVGTPIASVPGSTNTGTVPGSEKDSDSMETE.... Result: 0 (no interaction). (9) The protein sequence of the target gene is MTMAKLTESMTNVLEGDSMDQDVESPVAIHQPKLPKQARDDLPRHISRDRTKRKIQRYVRKDGKCNVHHGNVRETYRYLTDIFTTLVDLKWRFNLLIFVMVYTVTWLFFGMIWWLIAYIRGDMDHIEDPSWTPCVTNLNGFVSAFLFSIETETTIGYGYRVITDKCPEGIILLLIQSVLGSIVNAFMVGCMFVKISQPKKRAETLVFSTHAVISMRDGKLCLMFRVGDLRNSHIVEASIRAKLIKSKQTSEGEFIPLNQSDINVGYYTGDDRLFLVSPLIISHEINQQSPFWEISKAQLP.... The miRNA is hsa-miR-3189-3p with sequence CCCUUGGGUCUGAUGGGGUAG. Result: 0 (no interaction).